Task: Predict the product of the given reaction.. Dataset: Forward reaction prediction with 1.9M reactions from USPTO patents (1976-2016) (1) The product is: [Cl:32][C:33]([C:34]#[N:35])=[CH:4][C:6]1[CH:11]=[CH:10][C:9]([N:12]2[CH2:17][CH2:16][N:15]([C:18]([O:20][C:21]([CH3:24])([CH3:23])[CH3:22])=[O:19])[CH2:14][CH2:13]2)=[CH:8][CH:7]=1. Given the reactants O.NN.[CH:4]([C:6]1[CH:11]=[CH:10][C:9]([N:12]2[CH2:17][CH2:16][N:15]([C:18]([O:20][C:21]([CH3:24])([CH3:23])[CH3:22])=[O:19])[CH2:14][CH2:13]2)=[CH:8][CH:7]=1)=O.C(N(CC)CC)C.[Cl:32][C:33](Cl)(Cl)[C:34]#[N:35].Cl, predict the reaction product. (2) The product is: [C:2]([C:5]1[CH:10]([CH2:11][CH:12]2[CH2:21][CH2:20][C:19]3[C:14](=[CH:15][CH:16]=[C:17]([O:22][CH3:23])[CH:18]=3)[C:13]2=[O:24])[CH:9]=[CH:8][N:7]([CH2:25][C:26]2[CH:31]=[CH:30][CH:29]=[CH:28][C:27]=2[CH3:32])[CH:6]=1)(=[O:4])[CH3:3]. Given the reactants [Br-].[C:2]([C:5]1[CH:6]=[N+:7]([CH2:25][C:26]2[CH:31]=[CH:30][CH:29]=[CH:28][C:27]=2[CH3:32])[CH:8]=[CH:9][C:10]=1[CH2:11][CH:12]1[CH2:21][CH2:20][C:19]2[C:14](=[CH:15][CH:16]=[C:17]([O:22][CH3:23])[CH:18]=2)[C:13]1=[O:24])(=[O:4])[CH3:3].C1C(C(N)=O)=CN(CC2C=CC=CC=2)C=C1, predict the reaction product. (3) Given the reactants [H-].[Na+].[Cl:3][C:4]1[CH:5]=[C:6]([C:14]2[O:18][N:17]=[C:16]([C:19]3[CH:27]=[C:26]4[C:22]([C:23]([CH2:28][CH2:29][C:30]([O:32][C:33]([CH3:36])([CH3:35])[CH3:34])=[O:31])=[CH:24][NH:25]4)=[CH:21][CH:20]=3)[N:15]=2)[CH:7]=[CH:8][C:9]=1[O:10][CH:11]([CH3:13])[CH3:12].I[CH3:38], predict the reaction product. The product is: [Cl:3][C:4]1[CH:5]=[C:6]([C:14]2[O:18][N:17]=[C:16]([C:19]3[CH:27]=[C:26]4[C:22]([C:23]([CH2:28][CH2:29][C:30]([O:32][C:33]([CH3:34])([CH3:36])[CH3:35])=[O:31])=[CH:24][N:25]4[CH3:38])=[CH:21][CH:20]=3)[N:15]=2)[CH:7]=[CH:8][C:9]=1[O:10][CH:11]([CH3:13])[CH3:12]. (4) Given the reactants [C:1]([O:5][C:6]([N:8]1[C:17]2[C:12](=[CH:13][C:14]([C:18]3[CH:19]=[N:20][CH:21]=[C:22]([CH:24]=[CH:25][CH2:26][S:27]([CH3:30])(=[O:29])=[O:28])[CH:23]=3)=[CH:15][N:16]=2)[CH2:11][CH2:10][CH2:9]1)=[O:7])([CH3:4])([CH3:3])[CH3:2], predict the reaction product. The product is: [C:1]([O:5][C:6]([N:8]1[C:17]2[C:12](=[CH:13][C:14]([C:18]3[CH:19]=[N:20][CH:21]=[C:22]([CH2:24][CH2:25][CH2:26][S:27]([CH3:30])(=[O:28])=[O:29])[CH:23]=3)=[CH:15][N:16]=2)[CH2:11][CH2:10][CH2:9]1)=[O:7])([CH3:4])([CH3:3])[CH3:2]. (5) Given the reactants [NH2:1][C:2]1[N:3]=[CH:4][C:5]2[C:10]([C:11]=1[CH:12]1[CH2:14][CH2:13]1)=[CH:9][CH:8]=[CH:7][CH:6]=2.[Br:15][C:16]1[CH:21]=[CH:20][C:19]([S:22](Cl)(=[O:24])=[O:23])=[C:18]([CH3:26])[CH:17]=1, predict the reaction product. The product is: [Br:15][C:16]1[CH:21]=[CH:20][C:19]([S:22]([NH:1][C:2]2[N:3]=[CH:4][C:5]3[C:10]([C:11]=2[CH:12]2[CH2:14][CH2:13]2)=[CH:9][CH:8]=[CH:7][CH:6]=3)(=[O:24])=[O:23])=[C:18]([CH3:26])[CH:17]=1.